This data is from Reaction yield outcomes from USPTO patents with 853,638 reactions. The task is: Predict the reaction yield, written as a fraction of the theoretical maximum amount of product (1.0 means a 100% yield; for example, 0.34 means a 34% yield). (1) The reactants are CC([N:5]([CH2:9][C:10]1[C:11](=[O:20])[NH:12][C:13]([CH:17]2[CH2:19][CH2:18]2)=[CH:14][C:15]=1[CH3:16])C(=O)[O-])(C)C.CCOC(C)=O.[ClH:27].O1CCOCC1. The catalyst is CO. The product is [ClH:27].[NH2:5][CH2:9][C:10]1[C:11](=[O:20])[NH:12][C:13]([CH:17]2[CH2:18][CH2:19]2)=[CH:14][C:15]=1[CH3:16]. The yield is 1.00. (2) The reactants are [CH3:1][C:2]([CH3:7])([CH3:6])[C@H:3]([NH2:5])[CH3:4].C(N(CC)CC)C.[Cl:15][C:16]1[C:21]([C:22]2[C:27]([F:28])=[CH:26][C:25]([F:29])=[CH:24][C:23]=2[F:30])=[C:20](Cl)[N:19]2[N:32]=[CH:33][N:34]=[C:18]2[N:17]=1. The catalyst is ClCCl. The product is [Cl:15][C:16]1[C:21]([C:22]2[C:23]([F:30])=[CH:24][C:25]([F:29])=[CH:26][C:27]=2[F:28])=[C:20]([NH:5][C@@H:3]([C:2]([CH3:7])([CH3:6])[CH3:1])[CH3:4])[N:19]2[N:32]=[CH:33][N:34]=[C:18]2[N:17]=1. The yield is 0.760. (3) The reactants are [CH3:1][O:2][C:3]1[CH:4]=[C:5]2[C:10](=[CH:11][C:12]=1[O:13][CH3:14])[N:9]=[CH:8][N:7]=[C:6]2[O:15][C:16]1[CH:22]=[CH:21][C:19]([NH2:20])=[C:18]([CH3:23])[C:17]=1[CH3:24].Cl[C:26](Cl)([O:28][C:29](=[O:35])OC(Cl)(Cl)Cl)Cl.[CH:37]1(O)[CH2:41]C[CH2:39][CH2:38]1.C(=O)(O)[O-].[Na+]. The catalyst is C(Cl)Cl.C(N(CC)CC)C.C1(C)C=CC=CC=1. The product is [CH3:1][O:2][C:3]1[CH:4]=[C:5]2[C:10](=[CH:11][C:12]=1[O:13][CH3:14])[N:9]=[CH:8][N:7]=[C:6]2[O:15][C:16]1[CH:22]=[CH:21][C:19]([NH:20][C:29](=[O:35])[O:28][CH:26]2[CH2:39][CH2:38][CH2:37][CH2:41]2)=[C:18]([CH3:23])[C:17]=1[CH3:24]. The yield is 0.560. (4) The reactants are [O:1]=[C:2]1[C:11]2[C:6](=[CH:7][CH:8]=[CH:9][CH:10]=2)[C:5]2[CH2:12][C:13]3[CH:14]=[C:15]([NH2:19])[CH:16]=[CH:17][C:18]=3[C:4]=2[NH:3]1.[Cl:20][CH2:21][C:22](Cl)=[O:23]. The catalyst is C([O-])(O)=O.[Na+].C(OCC)(=O)C. The product is [O:1]=[C:2]1[C:11]2[C:6](=[CH:7][CH:8]=[CH:9][CH:10]=2)[C:5]2[CH2:12][C:13]3[CH:14]=[C:15]([NH:19][C:22](=[O:23])[CH2:21][Cl:20])[CH:16]=[CH:17][C:18]=3[C:4]=2[NH:3]1. The yield is 0.820.